From a dataset of Serine/threonine kinase 33 screen with 319,792 compounds. Binary Classification. Given a drug SMILES string, predict its activity (active/inactive) in a high-throughput screening assay against a specified biological target. (1) The drug is s1c(nn2c(nnc12)CC)c1ccc(NC(=O)c2cc3OCCOc3cc2)cc1. The result is 0 (inactive). (2) The drug is FC(F)(F)c1n(ncc1C(=O)N\N=C\c1c(OC)c(OC)c(OC)cc1)c1ccccc1. The result is 0 (inactive).